From a dataset of Catalyst prediction with 721,799 reactions and 888 catalyst types from USPTO. Predict which catalyst facilitates the given reaction. (1) Reactant: Br[C:2]1[C:7](=[O:8])[N:6]([CH2:9][C:10]2[CH:15]=[CH:14][C:13]([C:16]3[C:17]([C:22]#[N:23])=[CH:18][CH:19]=[CH:20][CH:21]=3)=[CH:12][CH:11]=2)[C:5]([CH2:24][CH2:25][CH2:26][CH3:27])=[N:4][C:3]=1[CH3:28].[CH3:29][C:30]1([CH3:42])[CH2:34][C:33]2[CH:35]=[C:36](B(O)O)[CH:37]=[CH:38][C:32]=2[O:31]1.C(=O)([O-])[O-].[Cs+].[Cs+]. Product: [CH2:24]([C:5]1[N:6]([CH2:9][C:10]2[CH:15]=[CH:14][C:13]([C:16]3[C:17]([C:22]#[N:23])=[CH:18][CH:19]=[CH:20][CH:21]=3)=[CH:12][CH:11]=2)[C:7](=[O:8])[C:2]([C:36]2[CH:37]=[CH:38][C:32]3[O:31][C:30]([CH3:29])([CH3:42])[CH2:34][C:33]=3[CH:35]=2)=[C:3]([CH3:28])[N:4]=1)[CH2:25][CH2:26][CH3:27]. The catalyst class is: 439. (2) Reactant: C[O:2][C:3]1[CH:12]=[CH:11][C:10]2[C:5](=[CH:6][CH:7]=[C:8]([O:13][CH3:14])[CH:9]=2)[CH:4]=1.[N:15]1([CH2:21][CH2:22][O:23][C:24]2[CH:32]=[CH:31][C:27]([C:28](Cl)=[O:29])=[CH:26][CH:25]=2)[CH2:20][CH2:19][CH2:18][CH2:17][CH2:16]1.[Cl-].[Al+3].[Cl-].[Cl-]. Product: [CH3:14][O:13][C:8]1[CH:9]=[C:10]2[C:5](=[CH:6][CH:7]=1)[C:4]([C:28](=[O:29])[C:27]1[CH:26]=[CH:25][C:24]([O:23][CH2:22][CH2:21][N:15]3[CH2:20][CH2:19][CH2:18][CH2:17][CH2:16]3)=[CH:32][CH:31]=1)=[C:3]([OH:2])[CH:12]=[CH:11]2. The catalyst class is: 4. (3) Reactant: [CH3:13][C:12]([O:11][C:9](O[C:9]([O:11][C:12]([CH3:15])([CH3:14])[CH3:13])=[O:10])=[O:10])([CH3:15])[CH3:14].[CH2:16]([O:18][C:19]([CH:21]1[CH2:26][NH:25][C:24]2[CH:27]=[C:28]([Cl:32])[CH:29]=[C:30]([Br:31])[C:23]=2[O:22]1)=[O:20])[CH3:17]. Product: [CH3:17][CH2:16][O:18][C:19]([CH:21]1[CH2:26][N:25]([C:9]([O:11][C:12]([CH3:13])([CH3:14])[CH3:15])=[O:10])[C:24]2[CH:27]=[C:28]([Cl:32])[CH:29]=[C:30]([Br:31])[C:23]=2[O:22]1)=[O:20]. The catalyst class is: 251.